From a dataset of Reaction yield outcomes from USPTO patents with 853,638 reactions. Predict the reaction yield, written as a fraction of the theoretical maximum amount of product (1.0 means a 100% yield; for example, 0.34 means a 34% yield). The reactants are F[C:2]1[CH:9]=[CH:8][C:5]([CH:6]=[O:7])=[CH:4][CH:3]=1.[CH:10]([C:13]1[CH:18]=[CH:17][CH:16]=[CH:15][C:14]=1[OH:19])([CH3:12])[CH3:11].C(=O)([O-])[O-].[K+].[K+]. The catalyst is CN(C)C(=O)C. The product is [CH:10]([C:13]1[CH:18]=[CH:17][CH:16]=[CH:15][C:14]=1[O:19][C:2]1[CH:9]=[CH:8][C:5]([CH:6]=[O:7])=[CH:4][CH:3]=1)([CH3:12])[CH3:11]. The yield is 0.770.